Dataset: Full USPTO retrosynthesis dataset with 1.9M reactions from patents (1976-2016). Task: Predict the reactants needed to synthesize the given product. (1) Given the product [CH2:24]([O:23][C@@H:19]([CH2:18][C:15]1[CH:16]=[CH:17][C:12]([O:11][CH2:10][CH2:9][C:6]2[CH:5]=[CH:4][C:3]([NH:2][CH:26]=[O:27])=[CH:8][CH:7]=2)=[CH:13][CH:14]=1)[C:20]([OH:22])=[O:21])[CH3:25], predict the reactants needed to synthesize it. The reactants are: Cl.[NH2:2][C:3]1[CH:8]=[CH:7][C:6]([CH2:9][CH2:10][O:11][C:12]2[CH:17]=[CH:16][C:15]([CH2:18][C@H:19]([O:23][CH2:24][CH3:25])[C:20]([OH:22])=[O:21])=[CH:14][CH:13]=2)=[CH:5][CH:4]=1.[CH:26](O)=[O:27].C(OC(=O)C)(=O)C. (2) Given the product [CH2:15]([O:8][C:5]1[CH:6]=[CH:7][C:2]([Cl:1])=[N:3][CH:4]=1)[C:16]1[CH:21]=[CH:20][CH:19]=[CH:18][CH:17]=1, predict the reactants needed to synthesize it. The reactants are: [Cl:1][C:2]1[CH:7]=[CH:6][C:5]([OH:8])=[CH:4][N:3]=1.C(=O)([O-])[O-].[Cs+].[Cs+].[CH2:15](Br)[C:16]1[CH:21]=[CH:20][CH:19]=[CH:18][CH:17]=1. (3) Given the product [CH:1]([C:4]1[CH:15]=[CH:14][CH:13]=[C:12]([CH:16]([CH3:18])[CH3:17])[C:5]=1[CH2:6][C:7]1[NH:8][CH:9]=[CH:10][N:11]=1)([CH3:3])[CH3:2], predict the reactants needed to synthesize it. The reactants are: [CH:1]([C:4]1[CH:15]=[CH:14][CH:13]=[C:12]([CH:16]([CH3:18])[CH3:17])[C:5]=1[CH2:6][C:7]1[NH:8][CH2:9][CH2:10][N:11]=1)([CH3:3])[CH3:2].C1(N(Cl)C(=O)N(Cl)C(=O)N1Cl)=O.C1CCN2C(=NCCC2)CC1.